This data is from Forward reaction prediction with 1.9M reactions from USPTO patents (1976-2016). The task is: Predict the product of the given reaction. (1) Given the reactants C(N(C(C)C)CC)(C)C.[CH2:10]([NH2:15])[C:11]([CH3:14])([CH3:13])[CH3:12].Cl[C:17]1[CH:22]=[C:21]([C:23]2[CH:24]=[N:25][CH:26]=[CH:27][CH:28]=2)[N:20]=[C:19]([C:29]2[N:33]3[CH:34]=[CH:35][CH:36]=[CH:37][C:32]3=[N:31][CH:30]=2)[N:18]=1, predict the reaction product. The product is: [CH3:12][C:11]([CH3:14])([CH3:13])[CH2:10][NH:15][C:17]1[CH:22]=[C:21]([C:23]2[CH:24]=[N:25][CH:26]=[CH:27][CH:28]=2)[N:20]=[C:19]([C:29]2[N:33]3[CH:34]=[CH:35][CH:36]=[CH:37][C:32]3=[N:31][CH:30]=2)[N:18]=1. (2) Given the reactants [N:1]1([CH2:6][C:7]2[CH:8]=[C:9]([CH:15]=[C:16]([CH2:18][N:19]3[CH:23]=[CH:22][CH:21]=[N:20]3)[CH:17]=2)[C:10]([O:12]CC)=[O:11])[CH:5]=[CH:4][CH:3]=[N:2]1.[OH-].[Na+].CO, predict the reaction product. The product is: [N:1]1([CH2:6][C:7]2[CH:8]=[C:9]([CH:15]=[C:16]([CH2:18][N:19]3[CH:23]=[CH:22][CH:21]=[N:20]3)[CH:17]=2)[C:10]([OH:12])=[O:11])[CH:5]=[CH:4][CH:3]=[N:2]1. (3) Given the reactants O=P(Cl)(Cl)Cl.[CH3:6][C:7]1[C:15]2[C:14](=[O:16])[C:13]([CH3:18])([CH3:17])[CH2:12][CH2:11][C:10]=2[NH:9][CH:8]=1.CN([CH:22]=[O:23])C, predict the reaction product. The product is: [CH3:6][C:7]1[C:15]2[C:14](=[O:16])[C:13]([CH3:18])([CH3:17])[CH2:12][CH2:11][C:10]=2[NH:9][C:8]=1[CH:22]=[O:23]. (4) Given the reactants [F:1][C:2]1[CH:7]=[CH:6][C:5]([CH:8]2[C:13]([C:14]([O:16][CH3:17])=[O:15])=[C:12]([CH:18]([CH3:20])[CH3:19])[NH:11][C:10]([CH:21]([CH3:23])[CH3:22])=[C:9]2[C:24]([O:26][CH3:27])=[O:25])=[CH:4][CH:3]=1.O.N(OC)=O, predict the reaction product. The product is: [F:1][C:2]1[CH:3]=[CH:4][C:5]([C:8]2[C:9]([C:24]([O:26][CH3:27])=[O:25])=[C:10]([CH:21]([CH3:22])[CH3:23])[N:11]=[C:12]([CH:18]([CH3:19])[CH3:20])[C:13]=2[C:14]([O:16][CH3:17])=[O:15])=[CH:6][CH:7]=1.